From a dataset of Full USPTO retrosynthesis dataset with 1.9M reactions from patents (1976-2016). Predict the reactants needed to synthesize the given product. Given the product [ClH:37].[ClH:37].[OH:30][NH:29][C:27](=[O:28])/[CH:26]=[CH:25]/[C:22]1[CH:21]=[N:20][C:19]([NH:18][C@@H:14]2[CH2:15][CH2:17][N:12]([CH2:11][C:1]3[C:10]4[C:5](=[CH:6][CH:7]=[CH:8][CH:9]=4)[CH:4]=[CH:3][CH:2]=3)[CH2:13]2)=[CH:24][N:23]=1, predict the reactants needed to synthesize it. The reactants are: [C:1]1([CH2:11][N:12]2[CH2:17]C[CH2:15][C@@H:14]([NH:18][C:19]3[N:20]=[CH:21][C:22](/[CH:25]=[CH:26]/[C:27]([NH:29][O:30]C4CCCCO4)=[O:28])=[N:23][CH:24]=3)[CH2:13]2)[C:10]2[C:5](=[CH:6][CH:7]=[CH:8][CH:9]=2)[CH:4]=[CH:3][CH:2]=1.[ClH:37].CCOC(C)=O.